This data is from Reaction yield outcomes from USPTO patents with 853,638 reactions. The task is: Predict the reaction yield, written as a fraction of the theoretical maximum amount of product (1.0 means a 100% yield; for example, 0.34 means a 34% yield). (1) The reactants are [O:1]([C:8]1[CH:13]=[CH:12][CH:11]=[CH:10][C:9]=1[NH2:14])[C:2]1[CH:7]=[CH:6][CH:5]=[CH:4][CH:3]=1.[CH2:15]1[O:25][C:24]2[C:17](=[C:18]([CH:21]=[CH:22][CH:23]=2)[CH:19]=O)[O:16]1.CO.[BH4-].[Na+]. The catalyst is C(O)=O. The product is [O:25]1[C:24]2[CH:23]=[CH:22][CH:21]=[C:18]([CH2:19][NH:14][C:9]3[CH:10]=[CH:11][CH:12]=[CH:13][C:8]=3[O:1][C:2]3[CH:3]=[CH:4][CH:5]=[CH:6][CH:7]=3)[C:17]=2[O:16][CH2:15]1. The yield is 0.510. (2) The yield is 0.130. The product is [Cl:1][C:2]1[CH:3]=[C:4]2[C:13](=[C:14]3[C:19]=1[CH:18]=[CH:17][CH:16]=[N:15]3)[NH:12][S:11](=[O:21])(=[O:20])[C:10]1[C:5]2=[CH:6][C:7]([O:27][CH2:26][CH2:25][N:24]([CH3:28])[CH3:23])=[CH:8][CH:9]=1. The catalyst is CN1C(=O)CCC1. The reactants are [Cl:1][C:2]1[CH:3]=[C:4]2[C:13](=[C:14]3[C:19]=1[CH:18]=[CH:17][CH:16]=[N:15]3)[NH:12][S:11](=[O:21])(=[O:20])[C:10]1[C:5]2=[CH:6][C:7](F)=[CH:8][CH:9]=1.[CH3:23][N:24]([CH3:28])[CH2:25][CH2:26][OH:27].[H-].[Na+]. (3) The reactants are [CH3:1][C:2]1[CH:3]=[C:4]2[C:8](=[CH:9][CH:10]=1)[NH:7][C:6](=[O:11])[C:5]2=O.O.NN.Cl. The catalyst is C(OCC)(=O)C.CCCCCC. The product is [CH3:1][C:2]1[CH:3]=[C:4]2[C:8](=[CH:9][CH:10]=1)[NH:7][C:6](=[O:11])[CH2:5]2. The yield is 0.470. (4) The reactants are I[C:2]1[CH:3]=[CH:4][C:5]2[N:6]([CH:8]=[C:9]([CH2:11][OH:12])[N:10]=2)[N:7]=1.[OH:13][C:14]1[CH:15]=[C:16]([NH:20][C:21]([C:23]2[N:27]([CH3:28])[N:26]=[C:25]([CH3:29])[CH:24]=2)=[O:22])[CH:17]=[CH:18][CH:19]=1.C(=O)([O-])[O-].[K+].[K+].O. The catalyst is CN(C)C=O. The product is [OH:12][CH2:11][C:9]1[N:10]=[C:5]2[CH:4]=[CH:3][C:2]([O:13][C:14]3[CH:15]=[C:16]([NH:20][C:21]([C:23]4[N:27]([CH3:28])[N:26]=[C:25]([CH3:29])[CH:24]=4)=[O:22])[CH:17]=[CH:18][CH:19]=3)=[N:7][N:6]2[CH:8]=1. The yield is 0.130. (5) The reactants are N[C:2]1[CH:7]=[CH:6][CH:5]=[CH:4][C:3]=1[S:8]([NH:11][C:12]1[CH:13]=[CH:14][C:15]([F:22])=[C:16]2[C:21]=1[N:20]=[CH:19][CH:18]=[CH:17]2)(=[O:10])=[O:9].N(OC(C)(C)C)=O.CC(O)=O. The catalyst is C1COCC1. The product is [F:22][C:15]1[CH:14]=[C:13]2[C:12](=[C:21]3[C:16]=1[CH:17]=[CH:18][CH:19]=[N:20]3)[NH:11][S:8](=[O:10])(=[O:9])[C:3]1[C:4]2=[CH:5][CH:6]=[CH:7][CH:2]=1. The yield is 0.100. (6) The reactants are BrC1C2N(C)C(=O)C3=C(C)N(C4CCCCO4)N=C3C=2C=C(Cl)C=1.NCC#CC1C2N(C)C(=O)C3=C(C)NN=C3C=2C=C(Cl)C=1.C(N1C(=O)C2C(=CC=CC=2)C1=O)CC#C.[Cl:61][C:62]1[CH:71]=[C:70]([C:72]#[C:73][CH2:74][CH2:75][N:76]2C(=O)C3C(=CC=CC=3)C2=O)[C:69]2[N:68]([CH3:87])[C:67](=[O:88])[C:66]3=[C:89]([CH3:98])[N:90](C4CCCCO4)[N:91]=[C:65]3[C:64]=2[CH:63]=1.O.NN. The catalyst is C(O)C. The product is [NH2:76][CH2:75][CH2:74][C:73]#[C:72][C:70]1[C:69]2[N:68]([CH3:87])[C:67](=[O:88])[C:66]3=[C:89]([CH3:98])[NH:90][N:91]=[C:65]3[C:64]=2[CH:63]=[C:62]([Cl:61])[CH:71]=1. The yield is 0.880. (7) The reactants are [N:1]1[C:9]2[C:4](=[N:5][CH:6]=[CH:7][CH:8]=2)[NH:3][C:2]=1[C:10]([OH:12])=O.[ClH:13].Cl.[NH2:15][C@@H:16]1[CH:21]2[CH2:22][CH2:23][N:18]([CH2:19][CH2:20]2)[CH2:17]1.CCN(C(C)C)C(C)C.CN(C(ON1N=NC2C=CC=NC1=2)=[N+](C)C)C.F[P-](F)(F)(F)(F)F. The catalyst is CN(C=O)C.C(Cl)Cl. The product is [ClH:13].[N:18]12[CH2:23][CH2:22][CH:21]([CH2:20][CH2:19]1)[C@@H:16]([NH:15][C:10]([C:2]1[NH:3][C:4]3=[N:5][CH:6]=[CH:7][CH:8]=[C:9]3[N:1]=1)=[O:12])[CH2:17]2. The yield is 0.570. (8) The reactants are [CH2:1]([C:3]1[S:4][C:5]([C:15]2[CH:20]=[CH:19][N+:18]([O-])=[CH:17][CH:16]=2)=[C:6]([C:8]2[CH:13]=[CH:12][CH:11]=[C:10]([CH3:14])[CH:9]=2)[N:7]=1)[CH3:2].C(=O)([O-])O.[Na+].P(Cl)(Cl)([Cl:29])=O. No catalyst specified. The product is [Cl:29][C:19]1[CH:20]=[C:15]([C:5]2[S:4][C:3]([CH2:1][CH3:2])=[N:7][C:6]=2[C:8]2[CH:13]=[CH:12][CH:11]=[C:10]([CH3:14])[CH:9]=2)[CH:16]=[CH:17][N:18]=1. The yield is 0.810. (9) The reactants are Br[C:2]1[S:3][C:4]([C:15]([O:17][CH2:18][CH3:19])=[O:16])=[C:5]([CH2:7][C:8]2[CH:13]=[CH:12][C:11]([Cl:14])=[CH:10][CH:9]=2)[N:6]=1.C([Sn](CCCC)(CCCC)[C:25]1[CH2:26][CH2:27][O:28][CH2:29][CH:30]=1)CCC.[Cl-].[Li+].O1CCOCC1. The yield is 0.389. The product is [CH2:18]([O:17][C:15]([C:4]1[S:3][C:2]([C:25]2[CH2:30][CH2:29][O:28][CH2:27][CH:26]=2)=[N:6][C:5]=1[CH2:7][C:8]1[CH:13]=[CH:12][C:11]([Cl:14])=[CH:10][CH:9]=1)=[O:16])[CH3:19]. The catalyst is C1C=CC([P]([Pd]([P](C2C=CC=CC=2)(C2C=CC=CC=2)C2C=CC=CC=2)([P](C2C=CC=CC=2)(C2C=CC=CC=2)C2C=CC=CC=2)[P](C2C=CC=CC=2)(C2C=CC=CC=2)C2C=CC=CC=2)(C2C=CC=CC=2)C2C=CC=CC=2)=CC=1.[Cu]I. (10) The reactants are [Cl-].[Li+].COP([CH:9]([O:14]C1CCCCO1)[C:10]([O:12][CH3:13])=[O:11])(OC)=O.C1CCN2C(=NCCC2)CC1.[C:32]1([C:46]2[CH:51]=[CH:50][CH:49]=[CH:48][CH:47]=2)[CH:37]=[CH:36][C:35]([O:38][CH2:39][CH2:40][CH2:41][CH2:42][CH2:43][CH:44]=O)=[CH:34][CH:33]=1. The catalyst is C(#N)C. The product is [C:32]1([C:46]2[CH:51]=[CH:50][CH:49]=[CH:48][CH:47]=2)[CH:37]=[CH:36][C:35]([O:38][CH2:39][CH2:40][CH2:41][CH2:42][CH2:43][CH2:44][C:9](=[O:14])[C:10]([O:12][CH3:13])=[O:11])=[CH:34][CH:33]=1. The yield is 0.420.